From a dataset of Forward reaction prediction with 1.9M reactions from USPTO patents (1976-2016). Predict the product of the given reaction. (1) Given the reactants [F:1][C:2]1[CH:7]=[CH:6][C:5]([C:8]2([OH:21])[CH2:13][CH2:12][N:11](C(OC(C)(C)C)=O)[CH2:10][CH2:9]2)=[CH:4][CH:3]=1.Cl.[OH-].[Na+], predict the reaction product. The product is: [F:1][C:2]1[CH:7]=[CH:6][C:5]([C:8]2([OH:21])[CH2:9][CH2:10][NH:11][CH2:12][CH2:13]2)=[CH:4][CH:3]=1. (2) The product is: [N+:1]([C:4]1[CH:13]=[C:12]2[C:7]([CH2:8][CH2:9][CH2:10][O:11]2)=[CH:6][C:5]=1[NH2:14])([O-:3])=[O:2]. Given the reactants [N+:1]([C:4]1[CH:13]=[C:12]2[C:7]([CH2:8][CH2:9][CH2:10][O:11]2)=[CH:6][C:5]=1[NH:14]C(=O)C)([O-:3])=[O:2].[CH]Cl.N, predict the reaction product. (3) Given the reactants CC(OC(/N=N/C(OC(C)C)=O)=O)C.[F:15][C:16]1[CH:17]=[C:18]([OH:28])[CH:19]=[CH:20][C:21]=1[N:22]1[C:26]([CH3:27])=[N:25][N:24]=[N:23]1.O[CH2:30][CH2:31][CH2:32][CH:33]1[CH2:38][CH2:37][N:36]([C:39]([O:41][C:42]([CH3:45])([CH3:44])[CH3:43])=[O:40])[CH2:35][CH2:34]1.C1C=CC(P(C2C=CC=CC=2)C2C=CC=CC=2)=CC=1, predict the reaction product. The product is: [C:42]([O:41][C:39]([N:36]1[CH2:37][CH2:38][CH:33]([CH2:32][CH2:31][CH2:30][O:28][C:18]2[CH:19]=[CH:20][C:21]([N:22]3[C:26]([CH3:27])=[N:25][N:24]=[N:23]3)=[C:16]([F:15])[CH:17]=2)[CH2:34][CH2:35]1)=[O:40])([CH3:45])([CH3:44])[CH3:43].